Dataset: Full USPTO retrosynthesis dataset with 1.9M reactions from patents (1976-2016). Task: Predict the reactants needed to synthesize the given product. (1) Given the product [CH2:1]([N:8]1[C:13](=[O:14])[C:12]2[CH:15]=[CH:16][CH:17]=[N:18][C:11]=2[N:10]=[C:9]1[CH:19]([NH:27][CH2:26][CH2:25][N:24]([CH3:28])[CH3:23])[CH2:20][CH3:21])[C:2]1[CH:7]=[CH:6][CH:5]=[CH:4][CH:3]=1, predict the reactants needed to synthesize it. The reactants are: [CH2:1]([N:8]1[C:13](=[O:14])[C:12]2[CH:15]=[CH:16][CH:17]=[N:18][C:11]=2[N:10]=[C:9]1[CH:19](Br)[CH2:20][CH3:21])[C:2]1[CH:7]=[CH:6][CH:5]=[CH:4][CH:3]=1.[CH3:23][N:24]([CH3:28])[CH2:25][CH2:26][NH2:27]. (2) Given the product [CH:28]([S:25]([C:20]1[CH:21]=[CH:22][CH:23]=[CH:24][C:19]=1[NH:18][C:16]1[N:15]=[CH:14][N:13]=[C:12]([NH:11][C:10]2[C:4]3[O:3][C@H:2]([CH3:1])[CH2:6][C:5]=3[C:7]([CH:32]3[CH2:33][CH2:34][N:35]([C:48](=[O:49])[C@@H:46]([NH:45][C:43](=[O:44])[O:42][C:38]([CH3:40])([CH3:39])[CH3:41])[CH3:47])[CH2:36][CH2:37]3)=[C:8]([CH3:31])[CH:9]=2)[N:17]=1)(=[O:27])=[O:26])([CH3:29])[CH3:30], predict the reactants needed to synthesize it. The reactants are: [CH3:1][C@@H:2]1[CH2:6][C:5]2[C:7]([CH:32]3[CH2:37][CH2:36][NH:35][CH2:34][CH2:33]3)=[C:8]([CH3:31])[CH:9]=[C:10]([NH:11][C:12]3[N:17]=[C:16]([NH:18][C:19]4[CH:24]=[CH:23][CH:22]=[CH:21][C:20]=4[S:25]([CH:28]([CH3:30])[CH3:29])(=[O:27])=[O:26])[N:15]=[CH:14][N:13]=3)[C:4]=2[O:3]1.[C:38]([O:42][C:43]([NH:45][C@H:46]([C:48](O)=[O:49])[CH3:47])=[O:44])([CH3:41])([CH3:40])[CH3:39].CCN=C=NCCCN(C)C. (3) Given the product [CH2:3]([CH:10]([C:11](=[O:12])[CH3:13])[C:9]([O:15][CH3:16])=[O:14])[CH3:4], predict the reactants needed to synthesize it. The reactants are: O=O.[CH3:3][C:4](C)([O-])C.[K+].[C:9]([O:15][CH3:16])(=[O:14])[CH2:10][C:11]([CH3:13])=[O:12].C(I)C. (4) Given the product [CH2:25]([NH:24][C:11]1[C:12]2[C:17](=[CH:16][CH:15]=[CH:14][C:13]=2[C:18]2[CH:23]=[CH:22][CH:21]=[CH:20][CH:19]=2)[C:8]([C:4]2[CH:3]=[C:2]([NH:1][C:38](=[O:43])[O:39][CH:40]([CH3:42])[CH3:41])[CH:7]=[N:6][CH:5]=2)=[N:9][N:10]=1)[C:26]1[CH:31]=[CH:30][CH:29]=[CH:28][CH:27]=1, predict the reactants needed to synthesize it. The reactants are: [NH2:1][C:2]1[CH:3]=[C:4]([C:8]2[C:17]3[C:12](=[C:13]([C:18]4[CH:23]=[CH:22][CH:21]=[CH:20][CH:19]=4)[CH:14]=[CH:15][CH:16]=3)[C:11]([NH:24][CH2:25][C:26]3[CH:31]=[CH:30][CH:29]=[CH:28][CH:27]=3)=[N:10][N:9]=2)[CH:5]=[N:6][CH:7]=1.N1C=CC=CC=1.[C:38](Cl)(=[O:43])[O:39][CH:40]([CH3:42])[CH3:41].